This data is from Forward reaction prediction with 1.9M reactions from USPTO patents (1976-2016). The task is: Predict the product of the given reaction. (1) Given the reactants [Cl:1][C:2]1[CH:7]=[CH:6][C:5](/[CH:8]=[CH:9]/[C:10]([OH:12])=O)=[C:4]([CH2:13][N:14]2[N:18]=[N:17][C:16]([CH3:19])=[N:15]2)[CH:3]=1.[OH:20][C:21]1[CH:25]=[C:24]([CH2:26][CH2:27][C:28]([NH:30][CH2:31][CH:32]2[CH2:37][CH2:36][NH:35][CH2:34][CH2:33]2)=[O:29])[O:23][N:22]=1.CCN(C(C)C)C(C)C.C(P1(=O)OP(CCC)(=O)OP(CCC)(=O)O1)CC, predict the reaction product. The product is: [Cl:1][C:2]1[CH:7]=[CH:6][C:5](/[CH:8]=[CH:9]/[C:10]([N:35]2[CH2:36][CH2:37][CH:32]([CH2:31][NH:30][C:28](=[O:29])[CH2:27][CH2:26][C:24]3[O:23][N:22]=[C:21]([OH:20])[CH:25]=3)[CH2:33][CH2:34]2)=[O:12])=[C:4]([CH2:13][N:14]2[N:18]=[N:17][C:16]([CH3:19])=[N:15]2)[CH:3]=1. (2) Given the reactants Br[C:2]1[CH:3]=[CH:4][C:5]([O:8][C:9]2[CH:14]=[CH:13][CH:12]=[C:11]([CH:15]=[C:16]3[CH2:25][CH2:24][C:19]4([O:23][CH2:22][CH2:21][O:20]4)[CH2:18][CH2:17]3)[CH:10]=2)=[N:6][CH:7]=1.BrC1[CH:28]=[CH:29][C:30](Cl)=NC=1.FC(F)(F)C1C=CC(OC2C=C(C=C3CCC(N)CC3)C=CC=2)=NC=1.C1(P(C2CCCCC2)C2CCCCC2)CCCCC1.[O-]P([O-])([O-])=O.[K+].[K+].[K+].C1(B(O)O)CC1, predict the reaction product. The product is: [CH:28]1([C:2]2[CH:3]=[CH:4][C:5]([O:8][C:9]3[CH:14]=[CH:13][CH:12]=[C:11]([CH:15]=[C:16]4[CH2:25][CH2:24][C:19]5([O:23][CH2:22][CH2:21][O:20]5)[CH2:18][CH2:17]4)[CH:10]=3)=[N:6][CH:7]=2)[CH2:29][CH2:30]1. (3) Given the reactants [CH2:1]([OH:5])[CH2:2][CH2:3][CH3:4].[CH3:6][N:7]1[C:11]([N:12]2[C:16]3=[N:17][CH:18]=[C:19]([C:21]([F:24])([F:23])[F:22])[CH:20]=[C:15]3[CH:14]=[CH:13]2)=[C:10]([CH2:25][CH2:26][S:27]([NH2:30])(=[O:29])=[O:28])[C:9]([CH3:31])=[N:8]1.N12CCCN=C1CCCCC2.[Cl-].[NH4+].CN(C)[CH:47]=[O:48], predict the reaction product. The product is: [CH3:6][N:7]1[C:11]([N:12]2[C:16]3=[N:17][CH:18]=[C:19]([C:21]([F:23])([F:22])[F:24])[CH:20]=[C:15]3[CH:14]=[CH:13]2)=[C:10]([CH2:25][CH2:26][S:27]([NH:30][C:47](=[O:48])[O:5][CH2:1][CH2:2][CH2:3][CH3:4])(=[O:28])=[O:29])[C:9]([CH3:31])=[N:8]1. (4) Given the reactants C(Cl)(=O)C.C([NH:8][C:9]1[CH:14]=[C:13]([C:15]2[CH:20]=[CH:19][C:18]([Cl:21])=[C:17]([O:22][CH3:23])[C:16]=2[F:24])[N:12]=[C:11]([C:25]([O:27][CH3:28])=[O:26])[C:10]=1[Cl:29])(=O)C.C(=O)=O, predict the reaction product. The product is: [NH2:8][C:9]1[CH:14]=[C:13]([C:15]2[CH:20]=[CH:19][C:18]([Cl:21])=[C:17]([O:22][CH3:23])[C:16]=2[F:24])[N:12]=[C:11]([C:25]([O:27][CH3:28])=[O:26])[C:10]=1[Cl:29]. (5) Given the reactants [CH2:1]([O:8][C:9]([C:11]1[O:12][C:13]([CH:16]=[O:17])=[CH:14][CH:15]=1)=[O:10])[C:2]1[CH:7]=[CH:6][CH:5]=[CH:4][CH:3]=1.S(=O)(=O)([OH:20])N.Cl([O-])=O.[Na+].P([O-])(O)(O)=O.[K+].S([O-])([O-])(=O)=S.[Na+].[Na+], predict the reaction product. The product is: [CH2:1]([O:8][C:9]([C:11]1[O:12][C:13]([C:16]([OH:20])=[O:17])=[CH:14][CH:15]=1)=[O:10])[C:2]1[CH:7]=[CH:6][CH:5]=[CH:4][CH:3]=1. (6) Given the reactants [CH:1]1([C:7]([N:9]2[CH2:15][C:14]3[CH:16]=[C:17]([C:20]([O:22]C)=O)[CH:18]=[CH:19][C:13]=3[NH:12][C:11](=[O:24])[CH2:10]2)=[O:8])[CH2:6][CH2:5][CH2:4][CH2:3][CH2:2]1.[NH2:25][OH:26].[OH-].[Na+], predict the reaction product. The product is: [CH:1]1([C:7]([N:9]2[CH2:15][C:14]3[CH:16]=[C:17]([C:20]([NH:25][OH:26])=[O:22])[CH:18]=[CH:19][C:13]=3[NH:12][C:11](=[O:24])[CH2:10]2)=[O:8])[CH2:2][CH2:3][CH2:4][CH2:5][CH2:6]1. (7) Given the reactants Br[C:2]1[N:7]=[C:6]2[N:8]([C@H:12]([C:14]3[CH:19]=[CH:18][CH:17]=[CH:16][CH:15]=3)[CH3:13])[C:9]([OH:11])=[N:10][C:5]2=[N:4][CH:3]=1.[CH:20](/B(O)O)=[CH:21]/[CH3:22], predict the reaction product. The product is: [C:14]1([C@@H:12]([N:8]2[C:6]3=[N:7][C:2](/[CH:20]=[CH:21]\[CH3:22])=[CH:3][N:4]=[C:5]3[N:10]=[C:9]2[OH:11])[CH3:13])[CH:19]=[CH:18][CH:17]=[CH:16][CH:15]=1. (8) The product is: [Cl:16][C:17]1[C:22]([C:23]([NH:15][C:10]2[CH:11]=[CH:12][CH:13]=[C:14]3[C:9]=2[N:8]=[CH:7][N:6]=[C:5]3[NH:4][CH:1]([CH3:3])[CH3:2])=[O:24])=[C:21]([F:26])[C:20]([CH2:27][NH:28][C:29](=[O:34])[C:30]([CH3:32])([CH3:31])[CH3:33])=[CH:19][CH:18]=1. Given the reactants [CH:1]([NH:4][C:5]1[C:14]2[C:9](=[C:10]([NH2:15])[CH:11]=[CH:12][CH:13]=2)[N:8]=[CH:7][N:6]=1)([CH3:3])[CH3:2].[Cl:16][C:17]1[C:22]([C:23](O)=[O:24])=[C:21]([F:26])[C:20]([CH2:27][NH:28][C:29](=[O:34])[C:30]([CH3:33])([CH3:32])[CH3:31])=[CH:19][CH:18]=1.C(Cl)(=O)C(Cl)=O.CCN(C(C)C)C(C)C, predict the reaction product. (9) Given the reactants [NH2:1][C:2]1[C:10]2[C:5](=[N:6][CH:7]=[C:8]([C:11]3[O:12][CH:13]=[CH:14][CH:15]=3)[N:9]=2)[S:4][C:3]=1[C:16]([O:18]CC)=[O:17].[OH-].[K+], predict the reaction product. The product is: [NH2:1][C:2]1[C:10]2[C:5](=[N:6][CH:7]=[C:8]([C:11]3[O:12][CH:13]=[CH:14][CH:15]=3)[N:9]=2)[S:4][C:3]=1[C:16]([OH:18])=[O:17]. (10) Given the reactants [CH:1]1([NH:4][C:5]([C:7]2[CH:12]=[CH:11][C:10](B(O)O)=[CH:9][CH:8]=2)=[O:6])[CH2:3][CH2:2]1.O1CCN(CC[CH2:24][O:25][C:26]2[CH:35]=[C:34]3[C:29]([C:30]([O:36][C:37]4[CH:42]=[CH:41][C:40](NC(=O)CC5C=CC=CN=5)=[CH:39][C:38]=4[F:53])=[CH:31][CH:32]=[N:33]3)=[CH:28][C:27]=2[O:54][CH3:55])CC1, predict the reaction product. The product is: [CH:1]1([NH:4][C:5]([C:7]2[CH:12]=[CH:11][C:10]([C:40]3[CH:41]=[CH:42][C:37]([O:36][C:30]4[C:29]5[C:34](=[CH:35][C:26]([O:25][CH3:24])=[C:27]([O:54][CH3:55])[CH:28]=5)[N:33]=[CH:32][CH:31]=4)=[C:38]([F:53])[CH:39]=3)=[CH:9][CH:8]=2)=[O:6])[CH2:3][CH2:2]1.